Dataset: Forward reaction prediction with 1.9M reactions from USPTO patents (1976-2016). Task: Predict the product of the given reaction. (1) Given the reactants [CH2:1]([N:4]1[C:8]2[CH:9]=[CH:10][N:11]=[CH:12][C:7]=2[N:6]=[C:5]1[CH2:13][N:14]1[CH:18]=[CH:17][N:16]=[C:15]1[C:19]1[N:24]=[C:23]([F:25])[CH:22]=[CH:21][CH:20]=1)[CH2:2][CH3:3].[C:26](O)(=O)[C:27](C)=[O:28].S(=O)(=O)(O)O.C(=O)(O)[O-].[Na+], predict the reaction product. The product is: [F:25][C:23]1[N:24]=[C:19]([C:15]2[N:14]([CH2:13][C:5]3[N:4]([CH2:1][CH2:2][CH3:3])[C:8]4[CH:9]=[CH:10][N:11]=[C:12]([CH2:26][CH:27]=[O:28])[C:7]=4[N:6]=3)[CH:18]=[CH:17][N:16]=2)[CH:20]=[CH:21][CH:22]=1. (2) Given the reactants [CH3:1][NH:2][CH:3]([C:7]1[CH:8]=[N:9][CH:10]=[CH:11][C:12]=1[C:13]([F:16])([F:15])[F:14])[CH:4]([CH3:6])[CH3:5].C(=O)([O-])[O-].[K+].[K+].[C:23]1([S:29](Cl)(=[O:31])=[O:30])[CH:28]=[CH:27][CH:26]=[CH:25][CH:24]=1, predict the reaction product. The product is: [CH3:1][N:2]([CH:3]([C:7]1[CH:8]=[N:9][CH:10]=[CH:11][C:12]=1[C:13]([F:15])([F:14])[F:16])[CH:4]([CH3:6])[CH3:5])[S:29]([C:23]1[CH:28]=[CH:27][CH:26]=[CH:25][CH:24]=1)(=[O:31])=[O:30]. (3) Given the reactants [NH2:1][C@H:2]([C:26]1[CH:31]=[CH:30][C:29]([O:32][CH2:33][C@H:34]([OH:37])[CH2:35][OH:36])=[CH:28][CH:27]=1)[C:3]([NH:5][C@@H:6]([C@H:18]([C:20]1[CH:25]=[CH:24][CH:23]=[CH:22][CH:21]=1)[CH3:19])[C:7]([NH:9][C:10]1[CH:15]=[CH:14][C:13]([I:16])=[CH:12][C:11]=1[Cl:17])=[O:8])=[O:4].C(N(CC)CC)C.Cl[Si:46]([CH3:49])([CH3:48])[CH3:47], predict the reaction product. The product is: [NH2:1][C@H:2]([C:26]1[CH:31]=[CH:30][C:29]([O:32][CH2:33][C@H:34]([O:37][Si:46]([CH3:49])([CH3:48])[CH3:47])[CH2:35][O:36][Si:46]([CH3:49])([CH3:48])[CH3:47])=[CH:28][CH:27]=1)[C:3]([NH:5][C@@H:6]([C@H:18]([C:20]1[CH:25]=[CH:24][CH:23]=[CH:22][CH:21]=1)[CH3:19])[C:7]([NH:9][C:10]1[CH:15]=[CH:14][C:13]([I:16])=[CH:12][C:11]=1[Cl:17])=[O:8])=[O:4]. (4) Given the reactants [CH:1]([CH:14]1[CH2:19][CH2:18][N:17]([C:20]2[CH:25]=[CH:24][C:23]([NH2:26])=[CH:22][C:21]=2[F:27])[CH2:16][CH2:15]1)([C:8]1[CH:13]=[CH:12][CH:11]=[CH:10][CH:9]=1)[C:2]1[CH:7]=[CH:6][CH:5]=[CH:4][CH:3]=1.[O:28]1[CH2:32][CH2:31][CH:30]([C:33](O)=[O:34])[CH2:29]1, predict the reaction product. The product is: [CH:1]([CH:14]1[CH2:15][CH2:16][N:17]([C:20]2[CH:25]=[CH:24][C:23]([NH:26][C:33]([CH:30]3[CH2:31][CH2:32][O:28][CH2:29]3)=[O:34])=[CH:22][C:21]=2[F:27])[CH2:18][CH2:19]1)([C:8]1[CH:13]=[CH:12][CH:11]=[CH:10][CH:9]=1)[C:2]1[CH:7]=[CH:6][CH:5]=[CH:4][CH:3]=1.